From a dataset of Full USPTO retrosynthesis dataset with 1.9M reactions from patents (1976-2016). Predict the reactants needed to synthesize the given product. Given the product [C:14]1([S:13][C:10]2[N:11]=[CH:12][C:4]([CH:5]=[O:1])=[CH:3][CH:2]=2)[CH:19]=[CH:18][CH:17]=[CH:16][CH:15]=1, predict the reactants needed to synthesize it. The reactants are: [O:1]1[CH2:5][CH2:4][CH2:3][CH2:2]1.BrC1C=C[C:10]([S:13][C:14]2[CH:19]=[CH:18][CH:17]=[CH:16][CH:15]=2)=[N:11][CH:12]=1.C([Li])CCC.CN(C)C=O.